From a dataset of Full USPTO retrosynthesis dataset with 1.9M reactions from patents (1976-2016). Predict the reactants needed to synthesize the given product. (1) The reactants are: ICC(F)(F)F.ICCF.[Cl:11][C:12]1[CH:19]=[CH:18][C:15]([CH2:16]Br)=[C:14](F)[CH:13]=1.[NH:21]1[C:29]2[C:24](=[CH:25][CH:26]=[CH:27][N:28]=2)[CH:23]=[CH:22]1.C[O:31][C:32]1[CH:33]=[C:34]2[C:38](=N[CH:40]=1)N[CH:36]=[CH:35]2.CC[CH:43]1N=C(CC2C=CC(OC)=CC=2)[O:45][CH2:44]1. Given the product [Cl:11][C:12]1[CH:19]=[CH:18][C:15]([CH2:16][O:31][C:32]2[C:33]([O:45][CH2:44][CH3:43])=[C:34]([CH:35]=[CH:36][CH:40]=2)[CH2:38][C:23]2[C:24]3[C:29](=[N:28][CH:27]=[CH:26][CH:25]=3)[NH:21][CH:22]=2)=[CH:14][CH:13]=1, predict the reactants needed to synthesize it. (2) Given the product [CH2:28]([N:27]([CH2:30][CH3:31])[C:24]1[CH:25]=[CH:26][C:21](/[N:20]=[N:19]/[C:4]2[S:5][C:6]([CH:7]=[C:8]3[C:16](=[O:17])[C:15]4[C:10](=[CH:11][CH:12]=[CH:13][CH:14]=4)[C:9]3=[O:18])=[C:2]([N:36]3[CH2:37][CH2:38][N:33]([CH3:32])[CH2:34][CH2:35]3)[N:3]=2)=[CH:22][CH:23]=1)[CH3:29], predict the reactants needed to synthesize it. The reactants are: Cl[C:2]1[N:3]=[C:4](/[N:19]=[N:20]/[C:21]2[CH:26]=[CH:25][C:24]([N:27]([CH2:30][CH3:31])[CH2:28][CH3:29])=[CH:23][CH:22]=2)[S:5][C:6]=1[CH:7]=[C:8]1[C:16](=[O:17])[C:15]2[C:10](=[CH:11][CH:12]=[CH:13][CH:14]=2)[C:9]1=[O:18].[CH3:32][N:33]1[CH2:38][CH2:37][NH:36][CH2:35][CH2:34]1. (3) Given the product [F:30][C:31]1[CH:36]=[C:35]([C:2]2[C:3]([N:24]3[CH2:28][CH2:27][C@@H:26]([OH:29])[CH2:25]3)=[N:4][CH:5]=[C:6]([C:7]([NH:9][C:10]3[CH:11]=[CH:12][C:13]([O:16][C:17]([F:22])([F:21])[CH:18]([F:19])[F:20])=[CH:14][CH:15]=3)=[O:8])[CH:23]=2)[CH:34]=[N:33][CH:32]=1, predict the reactants needed to synthesize it. The reactants are: Br[C:2]1[C:3]([N:24]2[CH2:28][CH2:27][C@@H:26]([OH:29])[CH2:25]2)=[N:4][CH:5]=[C:6]([CH:23]=1)[C:7]([NH:9][C:10]1[CH:15]=[CH:14][C:13]([O:16][C:17]([F:22])([F:21])[CH:18]([F:20])[F:19])=[CH:12][CH:11]=1)=[O:8].[F:30][C:31]1[CH:32]=[N:33][CH:34]=[C:35](B2OC(C)(C)C(C)(C)O2)[CH:36]=1. (4) Given the product [N:15]1([C@@H:12]2[CH2:13][CH2:14][N:10]([C:8]3[S:9][C:5]4[CH:4]=[CH:3][C:2]([N:23]5[C:24](=[O:28])[CH:25]=[CH:26][CH:27]=[N:22]5)=[CH:21][C:6]=4[N:7]=3)[CH2:11]2)[CH2:20][CH2:19][CH2:18][CH2:17][CH2:16]1, predict the reactants needed to synthesize it. The reactants are: Br[C:2]1[CH:3]=[CH:4][C:5]2[S:9][C:8]([N:10]3[CH2:14][CH2:13][C@@H:12]([N:15]4[CH2:20][CH2:19][CH2:18][CH2:17][CH2:16]4)[CH2:11]3)=[N:7][C:6]=2[CH:21]=1.[N:22]1[NH:23][C:24](=[O:28])[CH:25]=[CH:26][CH:27]=1.C(=O)([O-])[O-].[K+].[K+].CNCCNC. (5) Given the product [CH:35]1([C:2]2[CH:32]=[C:31]([F:33])[C:5]([CH2:6][N:7]3[C:15]4[C:10](=[CH:11][CH:12]=[CH:13][CH:14]=4)[C:9]([C:16]4[N:21]=[C:20]([NH:22][C:23]5[CH:24]=[CH:25][N:26]=[CH:27][CH:28]=5)[C:19]([O:29][CH3:30])=[CH:18][N:17]=4)=[N:8]3)=[C:4]([F:34])[CH:3]=2)[CH2:37][CH2:36]1, predict the reactants needed to synthesize it. The reactants are: Br[C:2]1[CH:32]=[C:31]([F:33])[C:5]([CH2:6][N:7]2[C:15]3[C:10](=[CH:11][CH:12]=[CH:13][CH:14]=3)[C:9]([C:16]3[N:21]=[C:20]([NH:22][C:23]4[CH:28]=[CH:27][N:26]=[CH:25][CH:24]=4)[C:19]([O:29][CH3:30])=[CH:18][N:17]=3)=[N:8]2)=[C:4]([F:34])[CH:3]=1.[CH:35]1(B(O)O)[CH2:37][CH2:36]1.C1(P(C2CCCCC2)C2CCCCC2)CCCCC1.P([O-])([O-])([O-])=O.[K+].[K+].[K+].